Dataset: Catalyst prediction with 721,799 reactions and 888 catalyst types from USPTO. Task: Predict which catalyst facilitates the given reaction. (1) Reactant: [Br:1][C:2]1[CH:12]=[CH:11][C:5]([NH:6][CH2:7][CH:8]2[CH2:10][CH2:9]2)=[C:4]([N+:13]([O-])=O)[CH:3]=1.[Cl-].[NH4+]. Product: [Br:1][C:2]1[CH:3]=[C:4]([NH2:13])[C:5]([NH:6][CH2:7][CH:8]2[CH2:10][CH2:9]2)=[CH:11][CH:12]=1. The catalyst class is: 190. (2) Reactant: [C:1]([CH:5]1[CH2:18][C:17]2[O:16][C:15](=O)[C:14]3[CH:13]=[N:12][CH:11]=[C:10]([CH3:20])[C:9]=3[C:8]=2[CH2:7][O:6]1)([CH3:4])([CH3:3])[CH3:2].[NH3:21]. Product: [C:1]([CH:5]1[CH2:18][C:17]2[NH:21][C:15](=[O:16])[C:14]3[CH:13]=[N:12][CH:11]=[C:10]([CH3:20])[C:9]=3[C:8]=2[CH2:7][O:6]1)([CH3:4])([CH3:3])[CH3:2]. The catalyst class is: 5. (3) Reactant: Br[CH2:2][C:3]([C:5]1[C:10]([O:11][CH3:12])=[CH:9][CH:8]=[C:7]([Br:13])[C:6]=1[O:14][Si](C(C)(C)C)(C)C)=[O:4].[F-].C([N+](CCCC)(CCCC)CCCC)CCC. Product: [Br:13][C:7]1[C:6]2[O:14][CH2:2][C:3](=[O:4])[C:5]=2[C:10]([O:11][CH3:12])=[CH:9][CH:8]=1. The catalyst class is: 7.